Dataset: Full USPTO retrosynthesis dataset with 1.9M reactions from patents (1976-2016). Task: Predict the reactants needed to synthesize the given product. (1) Given the product [Cl:8][C:6]1[C:5]([CH3:27])=[C:4]([C:9]2[N:13]3[C:14]4[N:22]=[C:21]([O:23][CH3:24])[CH:20]=[CH:19][C:15]=4[N:16]=[C:17]([CH3:18])[C:12]3=[C:11]([CH3:25])[N:10]=2)[CH:3]=[CH:2][CH:7]=1, predict the reactants needed to synthesize it. The reactants are: Cl[C:2]1[CH:3]=[C:4]([C:9]2[N:13]3[C:14]4[N:22]=[C:21]([O:23][CH3:24])[CH:20]=[CH:19][C:15]=4[N:16]=[C:17]([CH3:18])[C:12]3=[C:11]([CH3:25])[N:10]=2)[CH:5]=[C:6]([Cl:8])[CH:7]=1.Cl[C:27]1C(C)=C(B(O)O)C=CC=1.C([O-])([O-])=O.[K+].[K+]. (2) Given the product [Br:1][C:2]1[C:10]2[N:9]=[CH:8][N:7]([CH2:11][C:12]3[CH:17]=[CH:16][CH:15]=[C:14]([C:18]([F:19])([F:21])[F:20])[C:13]=3[CH3:22])[C:6]=2[CH:5]=[C:4]([N:23]2[CH2:31][CH2:30][O:29][CH2:28][CH2:27]2)[CH:3]=1, predict the reactants needed to synthesize it. The reactants are: [Br:1][C:2]1[C:10]2[N:9]=[CH:8][N:7]([CH2:11][C:12]3[CH:17]=[CH:16][CH:15]=[C:14]([C:18]([F:21])([F:20])[F:19])[C:13]=3[CH3:22])[C:6]=2[CH:5]=[C:4]([NH2:23])[CH:3]=1.[OH-].[Na+].Br[CH2:27][CH2:28][O:29][CH2:30][CH2:31]Br. (3) Given the product [O:29]([CH2:28][C:27]([N:22]1[CH2:23][CH2:24][CH2:25][CH2:26][C@@H:21]1[C:19]1[O:18][N:17]=[C:16]([C:13]2[CH:14]=[CH:15][C:10]([C:9]([OH:37])=[O:8])=[CH:11][CH:12]=2)[N:20]=1)=[O:36])[C:30]1[CH:35]=[CH:34][CH:33]=[CH:32][CH:31]=1, predict the reactants needed to synthesize it. The reactants are: C([O:8][C:9](=[O:37])[C:10]1[CH:15]=[CH:14][C:13]([C:16]2[N:20]=[C:19]([C@H:21]3[CH2:26][CH2:25][CH2:24][CH2:23][N:22]3[C:27](=[O:36])[CH2:28][O:29][C:30]3[CH:35]=[CH:34][CH:33]=[CH:32][CH:31]=3)[O:18][N:17]=2)=[CH:12][CH:11]=1)C1C=CC=CC=1. (4) Given the product [Cl:3][CH2:30][C:27]1[CH:28]=[CH:29][C:24]([C:23]2[C:18]([N:15]3[CH2:16][CH2:17][N:12]([CH2:11][C:10]4[C:6]([CH3:5])=[N:7][N:8]([C:32]5[CH:37]=[CH:36][CH:35]=[CH:34][CH:33]=5)[CH:9]=4)[CH2:13][CH2:14]3)=[N:19][CH:20]=[CH:21][N:22]=2)=[CH:25][CH:26]=1, predict the reactants needed to synthesize it. The reactants are: S(Cl)([Cl:3])=O.[CH3:5][C:6]1[C:10]([CH2:11][N:12]2[CH2:17][CH2:16][N:15]([C:18]3[C:23]([C:24]4[CH:29]=[CH:28][C:27]([CH2:30]O)=[CH:26][CH:25]=4)=[N:22][CH:21]=[CH:20][N:19]=3)[CH2:14][CH2:13]2)=[CH:9][N:8]([C:32]2[CH:37]=[CH:36][CH:35]=[CH:34][CH:33]=2)[N:7]=1.